This data is from Catalyst prediction with 721,799 reactions and 888 catalyst types from USPTO. The task is: Predict which catalyst facilitates the given reaction. (1) The catalyst class is: 225. Reactant: [NH2:1][C:2]1[S:6][C:5]([C:7]([O:9][C:10]([CH3:13])([CH3:12])[CH3:11])=[O:8])=[C:4]([CH3:14])[C:3]=1[C:15]#[N:16].[C:17]([N:25]=[C:26]=[O:27])(=[O:24])[C:18]1[CH:23]=[CH:22][CH:21]=[CH:20][CH:19]=1. Product: [C:17]([NH:25][C:26](=[O:27])[NH:1][C:2]1[S:6][C:5]([C:7]([O:9][C:10]([CH3:12])([CH3:11])[CH3:13])=[O:8])=[C:4]([CH3:14])[C:3]=1[C:15]#[N:16])(=[O:24])[C:18]1[CH:23]=[CH:22][CH:21]=[CH:20][CH:19]=1. (2) Product: [NH2:20][CH:5]([CH2:6][C:7]1[C:15]2[C:10](=[C:11]([C:16]([F:19])([F:18])[F:17])[CH:12]=[CH:13][CH:14]=2)[NH:9][N:8]=1)[CH2:4][OH:3]. Reactant: C([O:3][C:4](=O)[CH:5]([NH2:20])[CH2:6][C:7]1[C:15]2[C:10](=[C:11]([C:16]([F:19])([F:18])[F:17])[CH:12]=[CH:13][CH:14]=2)[NH:9][N:8]=1)C.[BH4-].[Li+]. The catalyst class is: 219.